This data is from Forward reaction prediction with 1.9M reactions from USPTO patents (1976-2016). The task is: Predict the product of the given reaction. (1) Given the reactants C[O:2][C:3]([C:5]1[S:6][C:7]([C:11](=[O:23])[NH:12][CH2:13][C:14]2[CH:22]=[CH:21][CH:20]=[C:19]3[C:15]=2[CH:16]=[CH:17][NH:18]3)=[CH:8][C:9]=1[CH3:10])=[O:4].O[Li].O, predict the reaction product. The product is: [NH:18]1[C:19]2[C:15](=[C:14]([CH2:13][NH:12][C:11]([C:7]3[S:6][C:5]([C:3]([OH:4])=[O:2])=[C:9]([CH3:10])[CH:8]=3)=[O:23])[CH:22]=[CH:21][CH:20]=2)[CH:16]=[CH:17]1. (2) Given the reactants [Cl:1][C:2]1[C:3]([CH3:37])=[N:4][O:5][C:6]=1[N:7](COCCOC)[S:8]([C:11]1[C:19]2[C:14](=[N:15][CH:16]=[CH:17][CH:18]=2)[S:13][C:12]=1[C:20](=[O:30])[C:21]1[CH:26]=[CH:25][C:24]2[O:27][CH2:28][O:29][C:23]=2[CH:22]=1)(=[O:10])=[O:9], predict the reaction product. The product is: [Cl:1][C:2]1[C:3]([CH3:37])=[N:4][O:5][C:6]=1[NH:7][S:8]([C:11]1[C:19]2[C:14](=[N:15][CH:16]=[CH:17][CH:18]=2)[S:13][C:12]=1[C:20](=[O:30])[C:21]1[CH:26]=[CH:25][C:24]2[O:27][CH2:28][O:29][C:23]=2[CH:22]=1)(=[O:9])=[O:10]. (3) The product is: [CH:1]([N:4]1[C:13]([C:26]2[CH:31]=[CH:30][CH:29]=[CH:28][CH:27]=2)=[C:12]2[C:6]([CH2:7][C:8]([CH3:25])([CH3:24])[NH:9][C:10]([CH3:23])([CH3:22])[CH2:11]2)=[N:5]1)([CH3:3])[CH3:2]. Given the reactants [CH:1]([N:4]1[C:13](OS(C(F)(F)F)(=O)=O)=[C:12]2[C:6]([CH2:7][C:8]([CH3:25])([CH3:24])[NH:9][C:10]([CH3:23])([CH3:22])[CH2:11]2)=[N:5]1)([CH3:3])[CH3:2].[C:26]1(B(O)O)[CH:31]=[CH:30][CH:29]=[CH:28][CH:27]=1, predict the reaction product. (4) Given the reactants Br[C:2]1[N:7]=[C:6]([C:8]2[CH:13]=[CH:12][C:11]([C:14]3[O:15][C:16]4[CH:22]=[CH:21][CH:20]=[CH:19][C:17]=4[N:18]=3)=[CH:10][C:9]=2[O:23][CH3:24])[CH:5]=[CH:4][CH:3]=1.[CH3:25]OC1C=C(C2OC3C=CC=CC=3N=2)C=CC=1B1OC(C)(C)C(C)(C)O1.BrC1C(C)=CC=CN=1, predict the reaction product. The product is: [CH3:24][O:23][C:9]1[CH:10]=[C:11]([C:14]2[O:15][C:16]3[CH:22]=[CH:21][CH:20]=[CH:19][C:17]=3[N:18]=2)[CH:12]=[CH:13][C:8]=1[C:6]1[CH:5]=[CH:4][C:3]([CH3:25])=[CH:2][N:7]=1. (5) Given the reactants NC1C=CC(C(O)=O)=CC=1[Cl:11].[NH2:12][CH:13]([C:44]1[CH:49]=[CH:48][CH:47]=[CH:46][CH:45]=1)[C:14]([NH:16][CH2:17][C:18]1[CH:23]=[CH:22][C:21]([NH:24][C:25]([C:27]2[C:28]([C:33]3[CH:38]=[CH:37][C:36]([C:39]([F:42])([F:41])[F:40])=[CH:35][CH:34]=3)=[CH:29][CH:30]=[CH:31][CH:32]=2)=[O:26])=[C:20](C)[CH:19]=1)=[O:15], predict the reaction product. The product is: [NH2:12][CH:13]([C:44]1[CH:49]=[CH:48][CH:47]=[CH:46][CH:45]=1)[C:14]([NH:16][CH2:17][C:18]1[CH:23]=[CH:22][C:21]([NH:24][C:25]([C:27]2[C:28]([C:33]3[CH:38]=[CH:37][C:36]([C:39]([F:42])([F:41])[F:40])=[CH:35][CH:34]=3)=[CH:29][CH:30]=[CH:31][CH:32]=2)=[O:26])=[C:20]([Cl:11])[CH:19]=1)=[O:15]. (6) Given the reactants [CH3:1][O:2][C:3]1[CH:12]=[CH:11][CH:10]=[C:9]2[C:4]=1[CH2:5][CH2:6][CH2:7][C:8]2=O.[I-].[CH3:15][P+](C1C=CC=CC=1)(C1C=CC=CC=1)C1C=CC=CC=1.CC(C)([O-])C.[K+], predict the reaction product. The product is: [CH3:1][O:2][C:3]1[CH:12]=[CH:11][CH:10]=[C:9]2[C:4]=1[CH2:5][CH2:6][CH2:7][C:8]2=[CH2:15].